Dataset: Forward reaction prediction with 1.9M reactions from USPTO patents (1976-2016). Task: Predict the product of the given reaction. (1) Given the reactants [CH3:1][C:2]1([CH3:15])[C:5](=[O:6])[CH2:4][CH:3]1[NH:7][C:8](=[O:14])[O:9][C:10]([CH3:13])([CH3:12])[CH3:11].[CH3:16][Li], predict the reaction product. The product is: [OH:6][C:5]1([CH3:16])[CH2:4][CH:3]([NH:7][C:8](=[O:14])[O:9][C:10]([CH3:13])([CH3:12])[CH3:11])[C:2]1([CH3:15])[CH3:1]. (2) Given the reactants [F:1][C:2]1[C:3]([CH3:25])=[C:4]([C@:8]2([C:21]([O:23][CH3:24])=[O:22])[CH2:12][CH2:11][C:10](OS(C(F)(F)F)(=O)=O)=[CH:9]2)[CH:5]=[CH:6][CH:7]=1.[S:26]1[C:30]2[CH:31]=[CH:32][C:33](B(O)O)=[CH:34][C:29]=2[N:28]=[CH:27]1.[F-].[Cs+].COCCOC, predict the reaction product. The product is: [S:26]1[C:30]2[CH:31]=[CH:32][C:33]([C:10]3[CH2:11][CH2:12][C@:8]([C:4]4[CH:5]=[CH:6][CH:7]=[C:2]([F:1])[C:3]=4[CH3:25])([C:21]([O:23][CH3:24])=[O:22])[CH:9]=3)=[CH:34][C:29]=2[N:28]=[CH:27]1. (3) Given the reactants [F:1][C:2]1[C:3]([CH3:9])=[C:4]([CH:6]=[CH:7][CH:8]=1)[NH2:5].[H-].[Na+].F[C:13]1[CH:18]=[CH:17][CH:16]=[CH:15][C:14]=1[N+:19]([O-:21])=[O:20], predict the reaction product. The product is: [F:1][C:2]1[C:3]([CH3:9])=[C:4]([NH:5][C:13]2[CH:18]=[CH:17][CH:16]=[CH:15][C:14]=2[N+:19]([O-:21])=[O:20])[CH:6]=[CH:7][CH:8]=1. (4) Given the reactants [Si:1]([O:8][C@@H:9]1[C@@H:13]([CH2:14][O:15][Si](C(C)(C)C)(C)C)[O:12][C@@H:11]([N:23]2[C:27]3[N:28]=[CH:29][N:30]=[C:31]([NH:32][C:33](=[O:40])[C:34]4[CH:39]=[CH:38][CH:37]=[CH:36][CH:35]=4)[C:26]=3[CH:25]=[CH:24]2)[CH2:10]1)([C:4]([CH3:7])([CH3:6])[CH3:5])([CH3:3])[CH3:2], predict the reaction product. The product is: [Si:1]([O:8][C@@H:9]1[C@@H:13]([CH2:14][OH:15])[O:12][C@@H:11]([N:23]2[C:27]3[N:28]=[CH:29][N:30]=[C:31]([NH:32][C:33](=[O:40])[C:34]4[CH:35]=[CH:36][CH:37]=[CH:38][CH:39]=4)[C:26]=3[CH:25]=[CH:24]2)[CH2:10]1)([C:4]([CH3:5])([CH3:6])[CH3:7])([CH3:2])[CH3:3]. (5) Given the reactants [Br:1][C:2]1[C:7]([CH3:8])=[CH:6][C:5]([NH:9][C:10](=[O:12])[CH3:11])=[C:4]([CH3:13])[CH:3]=1.C(OC(=O)C)(=O)C.C([O-])(=O)C.[K+].C1OCCOCCOCCOCCOCCOC1.[N+:44]([O-])(OCCC(C)C)=O, predict the reaction product. The product is: [C:10]([N:9]1[C:5]2[C:4](=[CH:3][C:2]([Br:1])=[C:7]([CH3:8])[CH:6]=2)[CH:13]=[N:44]1)(=[O:12])[CH3:11]. (6) Given the reactants [CH:1](=[N:3]/[OH:4])\[CH3:2].[CH3:5][C:6]([NH2:10])([C:8]#[CH:9])[CH3:7].C(N(CC)CC)C.Cl[O-].[Na+], predict the reaction product. The product is: [CH3:5][C:6]([NH2:10])([C:8]1[O:4][N:3]=[C:1]([CH3:2])[CH:9]=1)[CH3:7]. (7) Given the reactants [Cl:1][C:2]1[CH:7]=[CH:6][C:5]([NH:8][C:9](=[O:31])[NH:10][C:11]2[CH:30]=[CH:29][C:14]([O:15][C:16]3[CH:21]=[CH:20][N:19]=[C:18]([C:22]([O:24]C(C)(C)C)=[O:23])[CH:17]=3)=[CH:13][CH:12]=2)=[CH:4][C:3]=1[C:32]([F:35])([F:34])[F:33].FC(F)(F)C(O)=O.C([SiH](CC)CC)C, predict the reaction product. The product is: [Cl:1][C:2]1[CH:7]=[CH:6][C:5]([NH:8][C:9](=[O:31])[NH:10][C:11]2[CH:30]=[CH:29][C:14]([O:15][C:16]3[CH:21]=[CH:20][N:19]=[C:18]([C:22]([OH:24])=[O:23])[CH:17]=3)=[CH:13][CH:12]=2)=[CH:4][C:3]=1[C:32]([F:35])([F:33])[F:34].